Task: Regression. Given two drug SMILES strings and cell line genomic features, predict the synergy score measuring deviation from expected non-interaction effect.. Dataset: NCI-60 drug combinations with 297,098 pairs across 59 cell lines (1) Drug 1: CN1C(=O)N2C=NC(=C2N=N1)C(=O)N. Drug 2: N.N.Cl[Pt+2]Cl. Cell line: MOLT-4. Synergy scores: CSS=53.1, Synergy_ZIP=0.0515, Synergy_Bliss=-0.385, Synergy_Loewe=-25.1, Synergy_HSA=-1.25. (2) Drug 1: C1=NC2=C(N=C(N=C2N1C3C(C(C(O3)CO)O)O)F)N. Drug 2: CC1C(C(CC(O1)OC2CC(CC3=C2C(=C4C(=C3O)C(=O)C5=C(C4=O)C(=CC=C5)OC)O)(C(=O)CO)O)N)O.Cl. Cell line: U251. Synergy scores: CSS=16.4, Synergy_ZIP=-4.86, Synergy_Bliss=-4.27, Synergy_Loewe=-47.9, Synergy_HSA=-6.88.